Task: Predict the reactants needed to synthesize the given product.. Dataset: Full USPTO retrosynthesis dataset with 1.9M reactions from patents (1976-2016) The reactants are: ClC(Cl)(Cl)C(C1[C:13]2[C:8](=[N:9][CH:10]=[CH:11][C:12]=2[O:14][C:15]2[CH:20]=[CH:19][C:18]([N+:21]([O-:23])=[O:22])=[CH:17][C:16]=2[F:24])[NH:7][CH:6]=1)=O.CO.C1COCC1.[OH-].[Na+].C[CH2:37][O:38][C:39]([CH3:41])=[O:40]. Given the product [F:24][C:16]1[CH:17]=[C:18]([N+:21]([O-:23])=[O:22])[CH:19]=[CH:20][C:15]=1[O:14][C:12]1[CH:11]=[CH:10][N:9]=[C:8]2[NH:7][CH:6]=[C:41]([C:39]([O:38][CH3:37])=[O:40])[C:13]=12, predict the reactants needed to synthesize it.